From a dataset of hERG Central: cardiac toxicity at 1µM, 10µM, and general inhibition. Predict hERG channel inhibition at various concentrations. Results: hERG_inhib (hERG inhibition (general)): blocker. The drug is Cc1cc(C)c2nc(N3CCC(C(=O)NCc4cccnc4)CC3)sc2c1.